From a dataset of Reaction yield outcomes from USPTO patents with 853,638 reactions. Predict the reaction yield, written as a fraction of the theoretical maximum amount of product (1.0 means a 100% yield; for example, 0.34 means a 34% yield). The reactants are [F:1][C:2]1[C:9]([F:10])=[C:8]([F:11])C=C[C:3]=1[CH:4]=O.[CH3:12][O:13][C:14]([O:17][CH3:18])(C)[CH3:15]. The catalyst is CCOCC.CC1C=CC(S(O)(=O)=O)=CC=1. The product is [CH3:12][O:13][CH:14]([O:17][CH3:18])[C:15]1[CH:4]=[CH:3][C:2]([F:1])=[C:9]([F:10])[C:8]=1[F:11]. The yield is 0.717.